This data is from Forward reaction prediction with 1.9M reactions from USPTO patents (1976-2016). The task is: Predict the product of the given reaction. (1) Given the reactants [NH2:1][C:2]1[CH:3]=[C:4]([C:8]2[N:9]=[C:10]([CH:13]3[CH2:18][CH2:17][CH2:16][CH2:15][N:14]3[C:19](=[O:28])[CH2:20][O:21][C:22]3[CH:27]=[CH:26][CH:25]=[CH:24][CH:23]=3)N[N:12]=2)[CH:5]=[CH:6][CH:7]=1.[C:29]1(=[O:35])[O:34][C:32](=[O:33])[CH2:31][CH2:30]1.CN(C=[O:40])C, predict the reaction product. The product is: [O:21]([CH2:20][C:19]([N:14]1[CH2:15][CH2:16][CH2:17][CH2:18][CH:13]1[C:10]1[O:40][N:12]=[C:8]([C:4]2[CH:3]=[C:2]([NH:1][C:29](=[O:35])[CH2:30][CH2:31][C:32]([OH:34])=[O:33])[CH:7]=[CH:6][CH:5]=2)[N:9]=1)=[O:28])[C:22]1[CH:27]=[CH:26][CH:25]=[CH:24][CH:23]=1. (2) The product is: [CH3:1][O:2][C:3]1[CH:18]=[CH:17][CH:16]=[CH:15][C:4]=1[CH2:5][O:6][C:7]1[CH:8]=[C:9]([CH:10]([OH:11])[CH2:20][C:19]#[N:21])[CH:12]=[CH:13][CH:14]=1. Given the reactants [CH3:1][O:2][C:3]1[CH:18]=[CH:17][CH:16]=[CH:15][C:4]=1[CH2:5][O:6][C:7]1[CH:8]=[C:9]([CH:12]=[CH:13][CH:14]=1)[CH:10]=[O:11].[C:19](#[N:21])[CH3:20], predict the reaction product. (3) Given the reactants [C:1](N1C=CN=C1)(N1C=CN=C1)=[O:2].[N+:13]([C:16]1[CH:17]=[C:18]([CH:23]=[CH:24][CH:25]=1)[C:19]([NH:21][NH2:22])=[O:20])([O-:15])=[O:14].C(N(CC)CC)C, predict the reaction product. The product is: [N+:13]([C:16]1[CH:17]=[C:18]([C:19]2[O:20][C:1]([OH:2])=[N:22][N:21]=2)[CH:23]=[CH:24][CH:25]=1)([O-:15])=[O:14]. (4) Given the reactants Cl[C:2]1[C:7]([Cl:8])=[CH:6][C:5]([C:9]([F:12])([F:11])[F:10])=[CH:4][N:3]=1.[NH:13]1[CH2:16][CH:15]([NH:17][C:18](=[O:24])[O:19][C:20]([CH3:23])([CH3:22])[CH3:21])[CH2:14]1.C([O-])([O-])=O.[K+].[K+], predict the reaction product. The product is: [Cl:8][C:7]1[C:2]([N:13]2[CH2:16][CH:15]([NH:17][C:18](=[O:24])[O:19][C:20]([CH3:22])([CH3:21])[CH3:23])[CH2:14]2)=[N:3][CH:4]=[C:5]([C:9]([F:12])([F:11])[F:10])[CH:6]=1. (5) Given the reactants [Br:1][C:2]1[CH:3]=[C:4]([NH2:8])[CH:5]=[N:6][CH:7]=1.[C:9](O)(=[O:18])[CH2:10][CH2:11][CH2:12][CH2:13][CH2:14][C:15]([OH:17])=[O:16].[OH-].[Na+], predict the reaction product. The product is: [Br:1][C:2]1[CH:3]=[C:4]([NH:8][C:9](=[O:18])[CH2:10][CH2:11][CH2:12][CH2:13][CH2:14][C:15]([OH:17])=[O:16])[CH:5]=[N:6][CH:7]=1. (6) Given the reactants [C:1]([C:3]([CH2:10][OH:11])([CH2:8][OH:9])[C:4]([O:6][CH3:7])=[O:5])#[N:2].[C:12](OCC)(OCC)([O:14][CH2:15][CH3:16])[CH3:13].S(=O)(=O)(O)O, predict the reaction product. The product is: [C:1]([C:3]1([C:4]([O:6][CH3:7])=[O:5])[CH2:10][O:11][C:12]([O:14][CH2:15][CH3:16])([CH3:13])[O:9][CH2:8]1)#[N:2]. (7) Given the reactants Br[C:2]1[CH:3]=[C:4]2[C:9](=[CH:10][CH:11]=1)[C:8]([N:12]1[CH2:17][CH2:16][NH:15][CH2:14][CH2:13]1)=[N:7][N:6]=[CH:5]2.[CH:18]1([NH:21][C:22](=[O:39])[C:23]2[CH:28]=[CH:27][C:26]([CH3:29])=[C:25](B3OC(C)(C)C(C)(C)O3)[CH:24]=2)[CH2:20][CH2:19]1.C(=O)([O-])[O-].[K+].[K+], predict the reaction product. The product is: [CH:18]1([NH:21][C:22](=[O:39])[C:23]2[CH:28]=[CH:27][C:26]([CH3:29])=[C:25]([C:2]3[CH:3]=[C:4]4[C:9](=[CH:10][CH:11]=3)[C:8]([N:12]3[CH2:17][CH2:16][NH:15][CH2:14][CH2:13]3)=[N:7][N:6]=[CH:5]4)[CH:24]=2)[CH2:19][CH2:20]1. (8) Given the reactants [Cl:1][C:2]1[N:7]=[C:6]([C:8]2[S:12][C:11]([C:13]([CH3:16])([CH3:15])[CH3:14])=[N:10][C:9]=2[C:17]2[C:18]([F:30])=[C:19]([NH:23]C(=O)OCC=C)[CH:20]=[CH:21][CH:22]=2)[CH:5]=[CH:4][N:3]=1.C([SnH](CCCC)CCCC)CCC, predict the reaction product. The product is: [Cl:1][C:2]1[N:7]=[C:6]([C:8]2[S:12][C:11]([C:13]([CH3:16])([CH3:15])[CH3:14])=[N:10][C:9]=2[C:17]2[C:18]([F:30])=[C:19]([CH:20]=[CH:21][CH:22]=2)[NH2:23])[CH:5]=[CH:4][N:3]=1. (9) Given the reactants [C:1]([O:5][C:6](=[O:17])[NH:7][CH2:8][C:9]1[CH:14]=[CH:13][C:12]([CH2:15][NH2:16])=[CH:11][CH:10]=1)([CH3:4])([CH3:3])[CH3:2].[CH:18](=O)[CH2:19][CH3:20].C([O-])([O-])=O.[K+].[K+].[BH4-].[Na+], predict the reaction product. The product is: [CH2:18]([NH:16][CH2:15][C:12]1[CH:11]=[CH:10][C:9]([CH2:8][NH:7][C:6](=[O:17])[O:5][C:1]([CH3:4])([CH3:2])[CH3:3])=[CH:14][CH:13]=1)[CH2:19][CH3:20]. (10) The product is: [CH3:28][O:29][C:30](=[O:31])[CH2:32][C:33]1[CH:38]=[CH:37][CH:36]=[C:35]([CH2:24][C:21]2[CH:22]=[CH:23][C:18]([C:17]3[O:16][N:15]=[C:14]([CH3:26])[C:13]=3[NH:12][C:11]([O:10][C@@H:8]([C:3]3[CH:4]=[CH:5][CH:6]=[CH:7][C:2]=3[F:1])[CH3:9])=[O:27])=[CH:19][CH:20]=2)[CH:34]=1. Given the reactants [F:1][C:2]1[CH:7]=[CH:6][CH:5]=[CH:4][C:3]=1[C@H:8]([O:10][C:11](=[O:27])[NH:12][C:13]1[C:14]([CH3:26])=[N:15][O:16][C:17]=1[C:18]1[CH:23]=[CH:22][C:21]([CH2:24]Cl)=[CH:20][CH:19]=1)[CH3:9].[CH3:28][O:29][C:30]([CH2:32][C:33]1[CH:34]=[C:35](B(O)O)[CH:36]=[CH:37][CH:38]=1)=[O:31], predict the reaction product.